This data is from Forward reaction prediction with 1.9M reactions from USPTO patents (1976-2016). The task is: Predict the product of the given reaction. (1) Given the reactants [N+:1]([O-:4])([O-:3])=[O:2].[Ag+:5].O.[CH2:7]([OH:9])[CH3:8], predict the reaction product. The product is: [N+:1]([O-:4])([O-:3])=[O:2].[Ag+:5].[OH2:9].[CH2:7]([OH:9])[CH3:8]. (2) The product is: [C:13]([Si:10]([CH3:12])([CH3:11])[O:9][CH2:8][CH2:7][O:6][C:5]1[CH:4]=[C:3]([CH:19]=[C:18]([CH3:20])[CH:17]=1)[CH:2]=[O:22])([CH3:16])([CH3:15])[CH3:14]. Given the reactants Br[CH2:2][C:3]1[CH:4]=[C:5]([CH:17]=[C:18]([CH3:20])[CH:19]=1)[O:6][CH2:7][CH2:8][O:9][Si:10]([C:13]([CH3:16])([CH3:15])[CH3:14])([CH3:12])[CH3:11].[N+](C(C)C)([O-])=[O:22].[O-]CC.[Na+], predict the reaction product. (3) Given the reactants [Cl:1][C:2]1[CH:7]=[CH:6][N:5]=[C:4]([C:8](Cl)=[O:9])[CH:3]=1.[CH3:11][C:12]([OH:15])([CH3:14])[CH3:13], predict the reaction product. The product is: [C:12]([O:15][C:8]([C:4]1[CH:3]=[C:2]([Cl:1])[CH:7]=[CH:6][N:5]=1)=[O:9])([CH3:14])([CH3:13])[CH3:11].